Predict the reaction yield, written as a fraction of the theoretical maximum amount of product (1.0 means a 100% yield; for example, 0.34 means a 34% yield). From a dataset of Reaction yield outcomes from USPTO patents with 853,638 reactions. (1) The reactants are C[O:2][C:3]([C:5]1[C:10]([C:11]2[CH:16]=[CH:15][CH:14]=[C:13]([C:17]([F:20])([F:19])[F:18])[CH:12]=2)=[CH:9][C:8]([CH3:21])=[C:7]([C:22]([N:24]2[CH2:29][CH2:28][CH:27]([N:30]3[CH2:34][CH2:33][CH2:32][CH2:31]3)[CH2:26][CH2:25]2)=[O:23])[N:6]=1)=O.[BH4-].[Li+].Cl.C([O-])(O)=O.[Na+]. The catalyst is CCO. The product is [OH:2][CH2:3][C:5]1[N:6]=[C:7]([C:22]([N:24]2[CH2:29][CH2:28][CH:27]([N:30]3[CH2:34][CH2:33][CH2:32][CH2:31]3)[CH2:26][CH2:25]2)=[O:23])[C:8]([CH3:21])=[CH:9][C:10]=1[C:11]1[CH:16]=[CH:15][CH:14]=[C:13]([C:17]([F:20])([F:19])[F:18])[CH:12]=1. The yield is 0.430. (2) The reactants are [Cl-].[NH+]1C=CC=CC=1.[CH2:8]([N:12]1[C:17]([CH3:18])=[C:16]([CH3:19])[CH:15]=[C:14]([O:20]C)[C:13]1=[O:22])[CH2:9][CH2:10][CH3:11]. The catalyst is C(OCC)C. The product is [CH2:8]([N:12]1[C:17]([CH3:18])=[C:16]([CH3:19])[CH:15]=[C:14]([OH:20])[C:13]1=[O:22])[CH2:9][CH2:10][CH3:11]. The yield is 0.810. (3) The reactants are [N+:1]([C:4]1[CH:9]=[CH:8][C:7](Br)=[CH:6][CH:5]=1)([O-:3])=[O:2].[C:11]([C:14]1[CH:19]=[CH:18][C:17](B(O)O)=[CH:16][CH:15]=1)(=[O:13])[CH3:12]. No catalyst specified. The product is [N+:1]([C:4]1[CH:9]=[CH:8][C:7]([C:17]2[CH:18]=[CH:19][C:14]([C:11](=[O:13])[CH3:12])=[CH:15][CH:16]=2)=[CH:6][CH:5]=1)([O-:3])=[O:2]. The yield is 0.970. (4) The reactants are [CH3:1][NH:2][C:3](=[O:19])[CH2:4][N:5]([CH3:18])[C:6]1[C:14]2[C:9](=[CH:10][CH:11]=[C:12]([N+:15]([O-])=O)[CH:13]=2)[NH:8][N:7]=1.[NH4+].[Cl-].C(=O)(O)[O-].[Na+]. The catalyst is CO.[Fe]. The product is [CH3:1][NH:2][C:3](=[O:19])[CH2:4][N:5]([CH3:18])[C:6]1[C:14]2[C:9](=[CH:10][CH:11]=[C:12]([NH2:15])[CH:13]=2)[NH:8][N:7]=1. The yield is 0.372. (5) The reactants are [F:1][C:2]1[CH:7]=[CH:6][C:5]([CH:8]2[O:12]C(=O)[NH:10][CH:9]2[CH2:14][C:15]2[CH:20]=[CH:19][C:18]([O:21][C:22]3[CH:27]=[CH:26][CH:25]=[CH:24][CH:23]=3)=[CH:17][CH:16]=2)=[CH:4][CH:3]=1.[OH-].[Na+]. The catalyst is C(O)C. The product is [NH2:10][CH:9]([CH2:14][C:15]1[CH:20]=[CH:19][C:18]([O:21][C:22]2[CH:27]=[CH:26][CH:25]=[CH:24][CH:23]=2)=[CH:17][CH:16]=1)[CH:8]([C:5]1[CH:4]=[CH:3][C:2]([F:1])=[CH:7][CH:6]=1)[OH:12]. The yield is 0.950. (6) The reactants are [I:1][C:2]1[C:10]2[C:5](=[CH:6][C:7]([C@H:11]3[C@@:13]4([C:21]5[C:16](=[CH:17][CH:18]=[CH:19][CH:20]=5)[NH:15][C:14]4=[O:22])[CH2:12]3)=[CH:8][CH:9]=2)[NH:4][N:3]=1.[F:23]C1C=C2C(=CC=1)NC(=O)[C@]12C[C@H]1C1C=C2C(C=NN2)=CC=1. The yield is 0.570. No catalyst specified. The product is [F:23][C:19]1[CH:20]=[C:21]2[C:16](=[CH:17][CH:18]=1)[NH:15][C:14](=[O:22])[C@:13]12[CH2:12][C@H:11]1[C:7]1[CH:6]=[C:5]2[C:10]([C:2]([I:1])=[N:3][NH:4]2)=[CH:9][CH:8]=1. (7) The reactants are Br[CH2:2][CH2:3][O:4][C:5]1[CH:10]=[C:9]([S:11]([CH3:14])(=[O:13])=[O:12])[CH:8]=[C:7]([F:15])[CH:6]=1.[CH:16]1([NH2:21])[CH2:20][CH2:19][CH2:18][CH2:17]1. The catalyst is C(O)C. The product is [F:15][C:7]1[CH:6]=[C:5]([CH:10]=[C:9]([S:11]([CH3:14])(=[O:13])=[O:12])[CH:8]=1)[O:4][CH2:3][CH2:2][NH:21][CH:16]1[CH2:20][CH2:19][CH2:18][CH2:17]1. The yield is 0.874. (8) The reactants are [N:1]1([O:10][C:11](N(C)C)=[N+](C)C)[C:5]2[N:6]=[CH:7][CH:8]=[CH:9][C:4]=2N=[N:2]1.F[P-](F)(F)(F)(F)F.C([O:29]C([N:32]1[CH2:37][CH2:36][O:35][CH2:34][CH:33]1[C:38]([OH:40])=O)=O)(C)(C)C.[CH:41](N(CC)C(C)C)([CH3:43])[CH3:42].C(O)=O.NCC1C=C(CN2[C:70]3[C:65](=[C:66]([OH:71])[CH:67]=[CH:68][CH:69]=3)[C:64]([NH:72][S:73]([C:76]3[S:77][C:78]([Cl:81])=[CH:79][CH:80]=3)(=[O:75])=[O:74])=N2)C=CC=1.ClC1SC(S(NC2C3C(=CC=CC=3O)N(CC3C=C(CNC(C4COCCN4C(OC(C)(C)C)=O)=O)C=CC=3)N=2)(=O)=O)=CC=1.Cl.O1CCOCC1. The catalyst is CN(C=O)C.ClCCl.CO. The product is [CH:11]([OH:10])=[O:29].[Cl:81][C:78]1[S:77][C:76]([S:73]([NH:72][C:64]2[C:65]3[C:70](=[CH:69][CH:68]=[CH:67][C:66]=3[OH:71])[N:1]([CH2:5][C:4]3[CH:9]=[C:8]([CH2:7][NH:6][C:38]([CH:33]4[CH2:34][O:35][CH2:36][CH2:37][NH:32]4)=[O:40])[CH:42]=[CH:41][CH:43]=3)[N:2]=2)(=[O:75])=[O:74])=[CH:80][CH:79]=1. The yield is 0.430. (9) The reactants are C(O[CH:4](OCC)[CH2:5][O:6][C:7]1[CH:12]=[CH:11][CH:10]=[CH:9][C:8]=1[Br:13])C.[OH-].[Na+].CCOCC. The catalyst is ClC1C=CC=CC=1. The product is [Br:13][C:8]1[C:7]2[O:6][CH:5]=[CH:4][C:12]=2[CH:11]=[CH:10][CH:9]=1. The yield is 0.380. (10) The reactants are [CH:1]([NH2:3])=O.[NH2:4][C:5]1[CH:13]=[CH:12][C:11]([N+:14]([O-:16])=[O:15])=[CH:10][C:6]=1[C:7]([OH:9])=O. The catalyst is O. The product is [N+:14]([C:11]1[CH:10]=[C:6]2[C:5](=[CH:13][CH:12]=1)[N:4]=[CH:1][NH:3][C:7]2=[O:9])([O-:16])=[O:15]. The yield is 0.610.